Dataset: Peptide-MHC class II binding affinity with 134,281 pairs from IEDB. Task: Regression. Given a peptide amino acid sequence and an MHC pseudo amino acid sequence, predict their binding affinity value. This is MHC class II binding data. (1) The peptide sequence is VTLEADVILPIGTRS. The MHC is HLA-DQA10501-DQB10402 with pseudo-sequence HLA-DQA10501-DQB10402. The binding affinity (normalized) is 0.437. (2) The peptide sequence is APTGMFVAAAKYMVI. The MHC is DRB1_0401 with pseudo-sequence DRB1_0401. The binding affinity (normalized) is 0.377. (3) The peptide sequence is TESWIVDRQWAQDLT. The MHC is DRB1_1101 with pseudo-sequence DRB1_1101. The binding affinity (normalized) is 0.401. (4) The peptide sequence is AVAEAAVASAPQTTP. The MHC is HLA-DQA10102-DQB10602 with pseudo-sequence HLA-DQA10102-DQB10602. The binding affinity (normalized) is 0.232. (5) The peptide sequence is EKKYFAATQFEPLTA. The MHC is DRB1_1001 with pseudo-sequence DRB1_1001. The binding affinity (normalized) is 0.779. (6) The peptide sequence is MASSSSVLLVVALFA. The MHC is HLA-DPA10103-DPB10201 with pseudo-sequence HLA-DPA10103-DPB10201. The binding affinity (normalized) is 0.610. (7) The peptide sequence is IPLSFLPDWFAFKDC. The MHC is DRB1_0101 with pseudo-sequence DRB1_0101. The binding affinity (normalized) is 0.867. (8) The MHC is DRB1_0301 with pseudo-sequence DRB1_0301. The peptide sequence is TSVIIDGNCDGRGKS. The binding affinity (normalized) is 0.628. (9) The peptide sequence is YVDRFYKTLRAEQASQEV. The MHC is HLA-DQA10401-DQB10402 with pseudo-sequence HLA-DQA10401-DQB10402. The binding affinity (normalized) is 0.497.